Dataset: Reaction yield outcomes from USPTO patents with 853,638 reactions. Task: Predict the reaction yield, written as a fraction of the theoretical maximum amount of product (1.0 means a 100% yield; for example, 0.34 means a 34% yield). (1) The reactants are [C:1]([C:9]1[CH:17]=[CH:16][C:12]([C:13]([OH:15])=O)=[CH:11][CH:10]=1)(=[O:8])[C:2]1[CH:7]=[CH:6][CH:5]=[CH:4][CH:3]=1.[CH3:18][O:19][C:20]1[CH:29]=[CH:28][C:27]([N:30]2[CH2:35][CH2:34][N:33]([CH3:36])[CH2:32][CH2:31]2)=[C:26]2[C:21]=1[CH2:22][CH2:23][NH:24][CH2:25]2.C(N(CC)CC)C.CN(C(ON1N=NC2C=CC=NC1=2)=[N+](C)C)C.F[P-](F)(F)(F)(F)F.C(=O)([O-])[O-].[K+].[K+]. The catalyst is ClCCl. The product is [C:1]([C:9]1[CH:10]=[CH:11][C:12]([C:13]([N:24]2[CH2:23][CH2:22][C:21]3[C:26](=[C:27]([N:30]4[CH2:35][CH2:34][N:33]([CH3:36])[CH2:32][CH2:31]4)[CH:28]=[CH:29][C:20]=3[O:19][CH3:18])[CH2:25]2)=[O:15])=[CH:16][CH:17]=1)(=[O:8])[C:2]1[CH:3]=[CH:4][CH:5]=[CH:6][CH:7]=1. The yield is 0.900. (2) The reactants are Cl[C:2]1[N:11]=[C:10]([N:12]([CH3:14])[CH3:13])[C:9]2[C:4](=[CH:5][CH:6]=[CH:7][CH:8]=2)[N:3]=1.Cl.[NH2:16][CH2:17][C:18]1[CH:23]=[CH:22][C:21]([NH:24][C:25]([C:27]2[CH:32]=[CH:31][C:30]([C:33]3[CH:38]=[CH:37][CH:36]=[CH:35][CH:34]=3)=[CH:29][CH:28]=2)=[O:26])=[CH:20][CH:19]=1. The catalyst is CC(O)C.C(N(CC)CC)C. The product is [CH3:13][N:12]([CH3:14])[C:10]1[C:9]2[C:4](=[CH:5][CH:6]=[CH:7][CH:8]=2)[N:3]=[C:2]([NH:16][CH2:17][C:18]2[CH:19]=[CH:20][C:21]([NH:24][C:25]([C:27]3[CH:32]=[CH:31][C:30]([C:33]4[CH:34]=[CH:35][CH:36]=[CH:37][CH:38]=4)=[CH:29][CH:28]=3)=[O:26])=[CH:22][CH:23]=2)[N:11]=1. The yield is 0.150. (3) The reactants are [CH3:1][C:2]1([CH3:29])[CH2:7][CH:6]([NH:8][C:9]2[N:14]=[N:13][C:12]([C:15]3[CH:20]=[CH:19][C:18]([OH:21])=[CH:17][C:16]=3[O:22][C:23]([F:26])([F:25])[F:24])=[CH:11][CH:10]=2)[CH2:5][C:4]([CH3:28])([CH3:27])[NH:3]1.CCN(CC)CC.C1C=CC(N([S:44]([C:47]([F:50])([F:49])[F:48])(=[O:46])=[O:45])[S:44]([C:47]([F:50])([F:49])[F:48])(=[O:46])=[O:45])=CC=1.CN(C=O)C. The catalyst is C(Cl)Cl. The product is [F:48][C:47]([F:50])([F:49])[S:44]([O:21][C:18]1[CH:19]=[CH:20][C:15]([C:12]2[N:13]=[N:14][C:9]([NH:8][CH:6]3[CH2:5][C:4]([CH3:28])([CH3:27])[NH:3][C:2]([CH3:29])([CH3:1])[CH2:7]3)=[CH:10][CH:11]=2)=[C:16]([O:22][C:23]([F:26])([F:24])[F:25])[CH:17]=1)(=[O:46])=[O:45]. The yield is 0.690.